Task: Predict the product of the given reaction.. Dataset: Forward reaction prediction with 1.9M reactions from USPTO patents (1976-2016) (1) Given the reactants [CH3:1][O:2][C:3](=[O:37])[CH2:4][CH2:5][C@H:6]([C@@H:8]1[C@:25]2([CH3:26])[C@H:11]([C@H:12]3[C@H:22]([CH2:23][CH2:24]2)[C@:20]2([CH3:21])[C:15]([C:16]([CH3:36])([CH3:35])[C@@H:17]([O:27][Si:28]([C:31]([CH3:34])([CH3:33])[CH3:32])([CH3:30])[CH3:29])[CH2:18][CH2:19]2)=[CH:14][CH2:13]3)[CH2:10][CH2:9]1)[CH3:7].BrN1C(C)(C)C(=O)N(Br)[C:40]1=[O:41], predict the reaction product. The product is: [CH3:1][O:2][C:3](=[O:37])[CH2:4][CH2:5][C@H:6]([C@@H:8]1[C@:25]2([CH3:26])[C@H:11]([C:12]3[C@H:22]([CH2:23][CH2:24]2)[C@:20]2([CH3:21])[C:15]([C:16]([CH3:36])([CH3:35])[C@@H:17]([O:27][Si:28]([C:31]([CH3:34])([CH3:33])[CH3:32])([CH3:29])[CH3:30])[CH2:18][CH2:19]2)=[CH:14][CH:13]=3)[CH2:10][CH2:9]1)[CH3:7].[CH3:40][OH:41]. (2) The product is: [Cl:1][C:2]1[CH:3]=[C:4]2[C:8](=[CH:9][CH:10]=1)[N:7]([S:11]([C:14]1[CH:19]=[CH:18][C:17]([O:20][CH3:21])=[CH:16][C:15]=1[O:22][C:23]([F:26])([F:25])[F:24])(=[O:13])=[O:12])[C:6](=[O:27])[C:5]2([C:28]1[CH:33]=[C:32]([CH2:34][CH2:35][N:60]2[CH2:61][CH2:62][N:57]([C:55]([O:54][C:50]([CH3:53])([CH3:51])[CH3:52])=[O:56])[CH2:58][CH2:59]2)[CH:31]=[CH:30][C:29]=1[O:37][CH3:38])[N:39]1[CH2:48][C@H:47]([OH:49])[CH2:46][C@H:40]1[C:41]([N:43]([CH3:44])[CH3:45])=[O:42]. Given the reactants [Cl:1][C:2]1[CH:3]=[C:4]2[C:8](=[CH:9][CH:10]=1)[N:7]([S:11]([C:14]1[CH:19]=[CH:18][C:17]([O:20][CH3:21])=[CH:16][C:15]=1[O:22][C:23]([F:26])([F:25])[F:24])(=[O:13])=[O:12])[C:6](=[O:27])[C:5]2([N:39]1[CH2:48][C@H:47]([OH:49])[CH2:46][C@H:40]1[C:41]([N:43]([CH3:45])[CH3:44])=[O:42])[C:28]1[CH:33]=[C:32]([CH2:34][CH:35]=O)[CH:31]=[CH:30][C:29]=1[O:37][CH3:38].[C:50]([O:54][C:55]([N:57]1[CH2:62][CH2:61][NH:60][CH2:59][CH2:58]1)=[O:56])([CH3:53])([CH3:52])[CH3:51], predict the reaction product.